Dataset: Reaction yield outcomes from USPTO patents with 853,638 reactions. Task: Predict the reaction yield, written as a fraction of the theoretical maximum amount of product (1.0 means a 100% yield; for example, 0.34 means a 34% yield). (1) The product is [CH3:89][O:88][CH2:87][C@H:85]1[O:86][C@@H:57]([O:56][C@@H:46]2[C@@H:45]([CH2:90][OH:91])[O:44][C@H:10]([O:11][C@H:12]3[C@H:16]([OH:17])[CH2:15][NH:14][C@@H:13]3[CH2:35][OH:36])[C@H:9]([OH:8])[C@H:47]2[OH:48])[C@H:58]([OH:59])[C@@H:67]([OH:68])[C@@H:76]1[OH:77]. The yield is 0.950. The catalyst is CO.[OH-].[Pd+2].[OH-].[C]. The reactants are C([O:8][C@@H:9]1[C@@H:47]([O:48]CC2C=CC=CC=2)[C@H:46]([O:56][C@@H:57]2[O:86][C@H:85]([CH2:87][O:88][CH3:89])[C@@H:76]([O:77]CC3C=CC=CC=3)[C@H:67]([O:68]CC3C=CC=CC=3)[C@H:58]2[O:59]CC2C=CC=CC=2)[C@@H:45]([CH2:90][O:91]CC2C=CC=CC=2)[O:44][C@@H:10]1[O:11][C@H:12]1[C@H:16]([O:17]CC2C=CC=CC=2)[CH2:15][N:14](C(OCC2C=CC=CC=2)=O)[C@@H:13]1[CH2:35][O:36]CC1C=CC=CC=1)C1C=CC=CC=1.Cl. (2) The product is [C:1]1([C:7]2[O:8][C:9]3[CH:15]=[CH:14][C:13]([NH:16][S:26]([CH2:23][CH2:24][CH3:25])(=[O:28])=[O:27])=[CH:12][C:10]=3[N:11]=2)[CH:2]=[CH:3][CH:4]=[CH:5][CH:6]=1. The catalyst is ClCCl. The yield is 0.250. The reactants are [C:1]1([C:7]2[O:8][C:9]3[CH:15]=[CH:14][C:13]([NH2:16])=[CH:12][C:10]=3[N:11]=2)[CH:6]=[CH:5][CH:4]=[CH:3][CH:2]=1.N1C=CC=CC=1.[CH2:23]([S:26](Cl)(=[O:28])=[O:27])[CH2:24][CH3:25]. (3) The reactants are [CH2:1]([N:5]1[C:13]2[N:12]=[CH:11][NH:10][C:9]=2[C:8](=[O:14])[NH:7]/[C:6]/1=[N:15]\[NH2:16])[CH2:2][CH2:3][CH3:4].[CH:17]([O-])([O-])OCC. No catalyst specified. The product is [CH2:1]([N:5]1[C:13]2[N:12]=[CH:11][NH:10][C:9]=2[C:8](=[O:14])[N:7]2[CH:17]=[N:16][N:15]=[C:6]12)[CH2:2][CH2:3][CH3:4]. The yield is 0.718.